This data is from Forward reaction prediction with 1.9M reactions from USPTO patents (1976-2016). The task is: Predict the product of the given reaction. (1) Given the reactants [N:1]1[CH:6]=[CH:5][CH:4]=[CH:3][C:2]=1[CH:7]=[O:8].[C:9](#[N:12])[CH:10]=[CH2:11].C1N2CCN(CC2)C1, predict the reaction product. The product is: [OH:8][CH:7]([C:2]1[CH:3]=[CH:4][CH:5]=[CH:6][N:1]=1)[C:10](=[CH2:11])[C:9]#[N:12]. (2) Given the reactants [NH2:1][C:2]1([C:8]([OH:10])=[O:9])[CH2:7][CH2:6][CH2:5][CH2:4][CH2:3]1.[Cl:11]CCl, predict the reaction product. The product is: [ClH:11].[NH2:1][C:2]1([C:8]([OH:10])=[O:9])[CH2:7][CH2:6][CH2:5][CH2:4][CH2:3]1.